Predict the reaction yield, written as a fraction of the theoretical maximum amount of product (1.0 means a 100% yield; for example, 0.34 means a 34% yield). From a dataset of Reaction yield outcomes from USPTO patents with 853,638 reactions. (1) The reactants are [CH3:1][O:2][C:3]([CH2:5][N:6]1[N:10]=[N:9][C:8](/[CH:11]=[C:12]2\[CH2:13][N:14]([C:19]([C:32]3[CH:37]=[CH:36][CH:35]=[CH:34][CH:33]=3)([C:26]3[CH:31]=[CH:30][CH:29]=[CH:28][CH:27]=3)[C:20]3[CH:25]=[CH:24][CH:23]=[CH:22][CH:21]=3)[CH2:15][CH2:16][CH:17]\2O)=[N:7]1)=[O:4].[C:38]([OH:41])(=[S:40])[CH3:39].C(OC(OCC(C)(C)C)N(C)C)C(C)(C)C. The catalyst is ClCCl.O.C1(C)C=CC=CC=1. The product is [C:38]([S:40][CH:17]1[CH2:16][CH2:15][N:14]([C:19]([C:26]2[CH:31]=[CH:30][CH:29]=[CH:28][CH:27]=2)([C:32]2[CH:37]=[CH:36][CH:35]=[CH:34][CH:33]=2)[C:20]2[CH:21]=[CH:22][CH:23]=[CH:24][CH:25]=2)[CH2:13]/[C:12]/1=[CH:11]\[C:8]1[N:9]=[N:10][N:6]([CH2:5][C:3]([O:2][CH3:1])=[O:4])[N:7]=1)(=[O:41])[CH3:39]. The yield is 0.584. (2) The reactants are [C:1]([NH:5][C:6](=[O:38])[CH2:7][N:8]1[C:17]([C:18]2[CH:23]=[CH:22][C:21]([F:24])=[C:20]([O:25][CH3:26])[CH:19]=2)=[CH:16][C:15]2[C:10](=[CH:11][C:12]([O:27]CC3C=CC(OC)=CC=3)=[CH:13][CH:14]=2)[C:9]1=[O:37])([CH3:4])([CH3:3])[CH3:2].C(O)(C(F)(F)F)=O.C(Cl)Cl. No catalyst specified. The product is [C:1]([NH:5][C:6](=[O:38])[CH2:7][N:8]1[C:17]([C:18]2[CH:23]=[CH:22][C:21]([F:24])=[C:20]([O:25][CH3:26])[CH:19]=2)=[CH:16][C:15]2[C:10](=[CH:11][C:12]([OH:27])=[CH:13][CH:14]=2)[C:9]1=[O:37])([CH3:4])([CH3:2])[CH3:3]. The yield is 0.270. (3) The reactants are [C:1]([N:5]1[C:9](=[O:10])[C:8](Cl)=[C:7]([C:12]2[CH:17]=[CH:16][CH:15]=[CH:14][CH:13]=2)[S:6]1(=[O:19])=[O:18])([CH3:4])([CH3:3])[CH3:2].Cl.Cl.[N:22]1[CH:27]=[CH:26][CH:25]=[CH:24][C:23]=1[N:28]1[CH2:33][CH2:32][CH:31]([NH2:34])[CH2:30][CH2:29]1. The catalyst is CN(C=O)C. The product is [C:1]([N:5]1[C:9](=[O:10])[C:8]([NH:34][CH:31]2[CH2:32][CH2:33][N:28]([C:23]3[CH:24]=[CH:25][CH:26]=[CH:27][N:22]=3)[CH2:29][CH2:30]2)=[C:7]([C:12]2[CH:17]=[CH:16][CH:15]=[CH:14][CH:13]=2)[S:6]1(=[O:19])=[O:18])([CH3:4])([CH3:3])[CH3:2]. The yield is 0.690. (4) The reactants are Cl[C:2]1[CH2:6][C:5]([CH3:8])([CH3:7])[CH2:4][C:3]=1/[CH:9]=[CH:10]/[C:11]([O:13][CH2:14][CH3:15])=[O:12].[N-:16]=[N+]=[N-].[Na+].O.C(Cl)Cl. The catalyst is CS(C)=O. The product is [CH3:7][C:5]1([CH3:8])[CH2:6][C:2]2[NH:16][C:10]([C:11]([O:13][CH2:14][CH3:15])=[O:12])=[CH:9][C:3]=2[CH2:4]1. The yield is 0.370. (5) The reactants are [F:1][CH2:2][CH:3]([OH:40])[CH2:4][O:5][C@H:6]1[CH2:11][CH2:10][C@H:9]([N:12]2[C:17](=[O:18])[C:16]([CH2:19][C:20]3[CH:25]=[CH:24][C:23]([C:26]4[C:27]([C:32]#[N:33])=[CH:28][CH:29]=[CH:30][CH:31]=4)=[CH:22][CH:21]=3)=[C:15]([CH2:34][CH2:35][CH3:36])[N:14]3[N:37]=[CH:38][N:39]=[C:13]23)[CH2:8][CH2:7]1.[CH3:41]C(OI1(OC(C)=O)(OC(C)=O)OC(=O)C2C=CC=CC1=2)=O.C(=O)([O-])O.[Na+].S([O-])([O-])(=O)=S.[Na+].[Na+]. The catalyst is C(#N)C. The product is [F:1][CH2:2][C:3]([OH:40])([CH3:41])[CH2:4][O:5][C@H:6]1[CH2:11][CH2:10][C@H:9]([N:12]2[C:17](=[O:18])[C:16]([CH2:19][C:20]3[CH:25]=[CH:24][C:23]([C:26]4[C:27]([C:32]#[N:33])=[CH:28][CH:29]=[CH:30][CH:31]=4)=[CH:22][CH:21]=3)=[C:15]([CH2:34][CH2:35][CH3:36])[N:14]3[N:37]=[CH:38][N:39]=[C:13]23)[CH2:8][CH2:7]1. The yield is 0.620.